From a dataset of Peptide-MHC class I binding affinity with 185,985 pairs from IEDB/IMGT. Regression. Given a peptide amino acid sequence and an MHC pseudo amino acid sequence, predict their binding affinity value. This is MHC class I binding data. The peptide sequence is DAINKCVDI. The MHC is HLA-A68:02 with pseudo-sequence HLA-A68:02. The binding affinity (normalized) is 0.158.